From a dataset of Forward reaction prediction with 1.9M reactions from USPTO patents (1976-2016). Predict the product of the given reaction. The product is: [F:28][C:29]([F:34])([F:33])[C:30]([OH:32])=[O:31].[N:25]1[CH:26]=[CH:27][C:22]([CH2:21][O:20][C:19]2[C:14]([N:11]3[CH2:12][CH2:13][NH:8][CH2:9][CH2:10]3)=[N:15][CH:16]=[CH:17][CH:18]=2)=[CH:23][CH:24]=1. Given the reactants C(OC([N:8]1[CH2:13][CH2:12][N:11]([C:14]2[C:19]([O:20][CH2:21][C:22]3[CH:27]=[CH:26][N:25]=[CH:24][CH:23]=3)=[CH:18][CH:17]=[CH:16][N:15]=2)[CH2:10][CH2:9]1)=O)(C)(C)C.[F:28][C:29]([F:34])([F:33])[C:30]([OH:32])=[O:31], predict the reaction product.